This data is from Full USPTO retrosynthesis dataset with 1.9M reactions from patents (1976-2016). The task is: Predict the reactants needed to synthesize the given product. (1) Given the product [Br:35][C@H:19]1[C@@H:21]([CH2:23][F:24])[O:22][C@@H:16]([N:13]2[CH:12]=[N:11][C:10]3[C:14]2=[N:15][C:7]([O:6][CH:1]2[CH2:5][CH2:4][CH2:3][CH2:2]2)=[N:8][C:9]=3[NH2:25])[C@@H:17]1[OH:18], predict the reactants needed to synthesize it. The reactants are: [CH:1]1([O:6][C:7]2[N:15]=[C:14]3[C:10]([N:11]=[CH:12][N:13]3[C@@H:16]3[O:22][C@H:21]([CH2:23][F:24])[C@@H:19](O)[C@H:17]3[OH:18])=[C:9]([NH2:25])[N:8]=2)[CH2:5][CH2:4][CH2:3][CH2:2]1.C(OC(C([Br:35])=O)(C)C)(=O)C. (2) Given the product [Br:1][C:2]1[C:12]2[CH2:11][CH2:10][N:9]([CH:23]([CH3:24])[CH2:22][CH2:21][OH:20])[CH2:8][CH2:7][C:6]=2[CH:5]=[C:4]2[N:13]=[C:14]([C:16]([F:19])([F:17])[F:18])[O:15][C:3]=12, predict the reactants needed to synthesize it. The reactants are: [Br:1][C:2]1[C:12]2[CH2:11][CH2:10][NH:9][CH2:8][CH2:7][C:6]=2[CH:5]=[C:4]2[N:13]=[C:14]([C:16]([F:19])([F:18])[F:17])[O:15][C:3]=12.[OH:20][CH2:21][CH2:22][C:23](=O)[CH3:24].C(O)(=O)C.C(O[BH-](OC(=O)C)OC(=O)C)(=O)C.[Na+]. (3) Given the product [CH3:1][C:2]1[CH:7]=[CH:6][C:5]([O:8][S:17]([C:16]([F:29])([F:28])[F:15])(=[O:19])=[O:18])=[C:4]([C:9]2[CH:10]=[CH:11][N:12]=[CH:13][CH:14]=2)[CH:3]=1, predict the reactants needed to synthesize it. The reactants are: [CH3:1][C:2]1[CH:7]=[CH:6][C:5]([OH:8])=[C:4]([C:9]2[CH:14]=[CH:13][N:12]=[CH:11][CH:10]=2)[CH:3]=1.[F:15][C:16]([F:29])([F:28])[S:17](O[S:17]([C:16]([F:29])([F:28])[F:15])(=[O:19])=[O:18])(=[O:19])=[O:18]. (4) Given the product [Br:1][C:2]1[N:3]=[N:4][C:5]([N:13]2[CH2:14][CH:15]3[N:10]([CH3:9])[CH:11]([CH2:17][CH2:16]3)[CH2:12]2)=[CH:6][CH:7]=1, predict the reactants needed to synthesize it. The reactants are: [Br:1][C:2]1[N:3]=[N:4][C:5](Br)=[CH:6][CH:7]=1.[CH3:9][N:10]1[CH:15]2[CH2:16][CH2:17][CH:11]1[CH2:12][NH:13][CH2:14]2.[OH-].[Na+]. (5) Given the product [CH3:1][C:2]([CH3:26])([CH3:27])[C:3]#[C:4][C:5]1[S:9][C:8]([C:10]([O:12][CH3:13])=[O:11])=[C:7]([N:14]([C:31](=[O:32])[C:30]2[CH:34]=[CH:35][C:36]([Cl:38])=[CH:37][C:29]=2[Cl:28])[C@H:15]([C:16]([N:18]2[CH2:23][CH2:22][O:21][CH2:20][CH2:19]2)=[O:17])[CH2:24][CH3:25])[CH:6]=1, predict the reactants needed to synthesize it. The reactants are: [CH3:1][C:2]([CH3:27])([CH3:26])[C:3]#[C:4][C:5]1[S:9][C:8]([C:10]([O:12][CH3:13])=[O:11])=[C:7]([NH:14][C@@H:15]([CH2:24][CH3:25])[C:16]([N:18]2[CH2:23][CH2:22][O:21][CH2:20][CH2:19]2)=[O:17])[CH:6]=1.[Cl:28][C:29]1[CH:37]=[C:36]([Cl:38])[CH:35]=[CH:34][C:30]=1[C:31](Cl)=[O:32].N1C=CC=CC=1. (6) Given the product [CH3:24][C:25]1([NH:29][C:19](=[O:21])[C:18]2[CH:22]=[CH:23][C:15]([O:14][CH2:13][C:3]3[C:4]([C:7]4[CH:8]=[CH:9][CH:10]=[CH:11][CH:12]=4)=[N:5][O:6][C:2]=3[CH3:1])=[N:16][CH:17]=2)[CH2:28][O:27][CH2:26]1, predict the reactants needed to synthesize it. The reactants are: [CH3:1][C:2]1[O:6][N:5]=[C:4]([C:7]2[CH:12]=[CH:11][CH:10]=[CH:9][CH:8]=2)[C:3]=1[CH2:13][O:14][C:15]1[CH:23]=[CH:22][C:18]([C:19]([OH:21])=O)=[CH:17][N:16]=1.[CH3:24][C:25]1([NH2:29])[CH2:28][O:27][CH2:26]1. (7) Given the product [CH3:13][C:9]1[N:8]([C:5]2[N:6]=[CH:7][C:2]3[N:22]([CH2:23][C:24]4[CH:29]=[CH:28][C:27]([S:30]([CH3:33])(=[O:31])=[O:32])=[CH:26][CH:25]=4)[C:20](=[O:21])[CH:15]4[CH2:16][O:17][CH2:18][CH2:19][N:14]4[C:3]=3[N:4]=2)[CH:12]=[CH:11][N:10]=1, predict the reactants needed to synthesize it. The reactants are: Br[C:2]1[C:3]([N:14]2[CH2:19][CH2:18][O:17][CH2:16][CH:15]2[C:20]([NH:22][CH2:23][C:24]2[CH:29]=[CH:28][C:27]([S:30]([CH3:33])(=[O:32])=[O:31])=[CH:26][CH:25]=2)=[O:21])=[N:4][C:5]([N:8]2[CH:12]=[CH:11][N:10]=[C:9]2[CH3:13])=[N:6][CH:7]=1.CC1(C)C2C(=C(P(C3C=CC=CC=3)C3C=CC=CC=3)C=CC=2)OC2C(P(C3C=CC=CC=3)C3C=CC=CC=3)=CC=CC1=2.P([O-])([O-])([O-])=O.[K+].[K+].[K+].C(O)(C)(C)C.